Task: Predict the product of the given reaction.. Dataset: Forward reaction prediction with 1.9M reactions from USPTO patents (1976-2016) Given the reactants [Br:1][C:2]1[CH:7]=[CH:6][C:5]([CH2:8][CH2:9][CH2:10][C:11]2[N:15]([CH:16]3[CH2:18][CH2:17]3)[C:14](=[O:19])[NH:13][N:12]=2)=[CH:4][CH:3]=1.CN[C@@H]1CCCC[C@H]1NC.C(=O)([O-])[O-].[K+].[K+].I[C:37]1[CH:42]=[CH:41][C:40]([C:43]([F:46])([F:45])[F:44])=[CH:39][CH:38]=1, predict the reaction product. The product is: [Br:1][C:2]1[CH:7]=[CH:6][C:5]([CH2:8][CH2:9][CH2:10][C:11]2[N:15]([CH:16]3[CH2:18][CH2:17]3)[C:14](=[O:19])[N:13]([C:37]3[CH:42]=[CH:41][C:40]([C:43]([F:46])([F:45])[F:44])=[CH:39][CH:38]=3)[N:12]=2)=[CH:4][CH:3]=1.